This data is from Catalyst prediction with 721,799 reactions and 888 catalyst types from USPTO. The task is: Predict which catalyst facilitates the given reaction. (1) Reactant: I[CH2:2][CH2:3][CH2:4][CH2:5][C:6]1[CH:11]=[CH:10][C:9]([O:12][CH2:13][C:14]2[CH:19]=[CH:18][CH:17]=[CH:16][CH:15]=2)=[CH:8][CH:7]=1.[OH:20][CH2:21][CH2:22][C:23]1[NH:24][CH:25]=[CH:26][N:27]=1.C(=O)([O-])[O-].[K+].[K+]. Product: [CH2:13]([O:12][C:9]1[CH:10]=[CH:11][C:6]([CH2:5][CH2:4][CH2:3][CH2:2][N:24]2[CH:25]=[CH:26][N:27]=[C:23]2[CH2:22][CH2:21][OH:20])=[CH:7][CH:8]=1)[C:14]1[CH:19]=[CH:18][CH:17]=[CH:16][CH:15]=1. The catalyst class is: 3. (2) Reactant: [CH3:1][O:2][C:3](=[O:24])[C:4]([N:6]([C:13]1[CH:18]=[C:17]([Cl:19])[CH:16]=[CH:15][C:14]=1[C:20](=[O:23])[CH2:21][CH3:22])[C:7]1[CH:12]=[CH:11][CH:10]=[CH:9][CH:8]=1)=O.C(=O)([O-])[O-].[K+].[K+]. Product: [CH3:1][O:2][C:3]([C:4]1[N:6]([C:7]2[CH:12]=[CH:11][CH:10]=[CH:9][CH:8]=2)[C:13]2[C:14]([C:20](=[O:23])[C:21]=1[CH3:22])=[CH:15][CH:16]=[C:17]([Cl:19])[CH:18]=2)=[O:24]. The catalyst class is: 5.